From a dataset of NCI-60 drug combinations with 297,098 pairs across 59 cell lines. Regression. Given two drug SMILES strings and cell line genomic features, predict the synergy score measuring deviation from expected non-interaction effect. (1) Drug 1: CC12CCC3C(C1CCC2=O)CC(=C)C4=CC(=O)C=CC34C. Drug 2: CC1=C2C(C(=O)C3(C(CC4C(C3C(C(C2(C)C)(CC1OC(=O)C(C(C5=CC=CC=C5)NC(=O)C6=CC=CC=C6)O)O)OC(=O)C7=CC=CC=C7)(CO4)OC(=O)C)O)C)OC(=O)C. Cell line: M14. Synergy scores: CSS=65.5, Synergy_ZIP=-2.82, Synergy_Bliss=0.657, Synergy_Loewe=-16.9, Synergy_HSA=2.19. (2) Drug 1: C1=CC=C(C=C1)NC(=O)CCCCCCC(=O)NO. Drug 2: CC1=C(C(=CC=C1)Cl)NC(=O)C2=CN=C(S2)NC3=CC(=NC(=N3)C)N4CCN(CC4)CCO. Cell line: OVCAR-5. Synergy scores: CSS=33.6, Synergy_ZIP=-9.50, Synergy_Bliss=-4.69, Synergy_Loewe=-2.69, Synergy_HSA=-1.37. (3) Drug 1: CC12CCC3C(C1CCC2=O)CC(=C)C4=CC(=O)C=CC34C. Drug 2: CCN(CC)CCNC(=O)C1=C(NC(=C1C)C=C2C3=C(C=CC(=C3)F)NC2=O)C. Cell line: MCF7. Synergy scores: CSS=8.23, Synergy_ZIP=1.12, Synergy_Bliss=1.76, Synergy_Loewe=1.40, Synergy_HSA=0.545. (4) Drug 2: CC1=C(C(=O)C2=C(C1=O)N3CC4C(C3(C2COC(=O)N)OC)N4)N. Cell line: LOX IMVI. Drug 1: CC1CCC2CC(C(=CC=CC=CC(CC(C(=O)C(C(C(=CC(C(=O)CC(OC(=O)C3CCCCN3C(=O)C(=O)C1(O2)O)C(C)CC4CCC(C(C4)OC)OCCO)C)C)O)OC)C)C)C)OC. Synergy scores: CSS=49.8, Synergy_ZIP=-4.35, Synergy_Bliss=-5.84, Synergy_Loewe=-2.26, Synergy_HSA=-0.290. (5) Drug 1: C1CC(C1)(C(=O)O)C(=O)O.[NH2-].[NH2-].[Pt+2]. Drug 2: CC1=C(C=C(C=C1)C(=O)NC2=CC(=CC(=C2)C(F)(F)F)N3C=C(N=C3)C)NC4=NC=CC(=N4)C5=CN=CC=C5. Cell line: OVCAR-8. Synergy scores: CSS=-0.829, Synergy_ZIP=-1.51, Synergy_Bliss=-5.11, Synergy_Loewe=-6.16, Synergy_HSA=-4.98. (6) Drug 1: COC1=CC(=CC(=C1O)OC)C2C3C(COC3=O)C(C4=CC5=C(C=C24)OCO5)OC6C(C(C7C(O6)COC(O7)C8=CC=CS8)O)O. Drug 2: CN(CC1=CN=C2C(=N1)C(=NC(=N2)N)N)C3=CC=C(C=C3)C(=O)NC(CCC(=O)O)C(=O)O. Cell line: T-47D. Synergy scores: CSS=22.6, Synergy_ZIP=-2.26, Synergy_Bliss=-0.924, Synergy_Loewe=-10.3, Synergy_HSA=-6.25.